Dataset: Peptide-MHC class I binding affinity with 185,985 pairs from IEDB/IMGT. Task: Regression. Given a peptide amino acid sequence and an MHC pseudo amino acid sequence, predict their binding affinity value. This is MHC class I binding data. (1) The peptide sequence is TVDHMAIIK. The MHC is HLA-A11:01 with pseudo-sequence HLA-A11:01. The binding affinity (normalized) is 0.763. (2) The peptide sequence is MTCIAVGLV. The MHC is HLA-A68:02 with pseudo-sequence HLA-A68:02. The binding affinity (normalized) is 0.799. (3) The peptide sequence is WMYEGKHVL. The MHC is HLA-A69:01 with pseudo-sequence HLA-A69:01. The binding affinity (normalized) is 0.949. (4) The peptide sequence is DIKLIDIAL. The MHC is HLA-A11:01 with pseudo-sequence HLA-A11:01. The binding affinity (normalized) is 0.0847. (5) The peptide sequence is MTDDIGMGV. The MHC is HLA-A68:02 with pseudo-sequence HLA-A68:02. The binding affinity (normalized) is 0.849. (6) The peptide sequence is SLKRFTHTTA. The MHC is HLA-A02:01 with pseudo-sequence HLA-A02:01. The binding affinity (normalized) is 0.222.